From a dataset of Full USPTO retrosynthesis dataset with 1.9M reactions from patents (1976-2016). Predict the reactants needed to synthesize the given product. (1) Given the product [Br:1][C:2]1[CH:7]=[CH:6][N:5]2[N:8]=[CH:9][C:10]([C:11]([OH:13])=[O:12])=[C:4]2[CH:3]=1, predict the reactants needed to synthesize it. The reactants are: [Br:1][C:2]1[CH:7]=[CH:6][N:5]2[N:8]=[CH:9][C:10]([C:11]([O:13]CC)=[O:12])=[C:4]2[CH:3]=1.[OH-].[K+].Cl. (2) Given the product [OH:17][CH2:16][CH2:15][CH2:14][CH2:13][CH:10]1[CH2:9][CH2:8][N:7]([C:5]([O:4][CH:1]([CH3:3])[CH3:2])=[O:6])[CH2:12][CH2:11]1, predict the reactants needed to synthesize it. The reactants are: [CH:1]([O:4][C:5]([N:7]1[CH2:12][CH2:11][CH:10]([CH2:13][CH2:14][CH2:15][C:16](O)=[O:17])[CH2:9][CH2:8]1)=[O:6])([CH3:3])[CH3:2]. (3) The reactants are: [F:1][C:2]([F:32])([F:31])[C:3]1[CH:4]=[C:5]([CH:28]=[CH:29][CH:30]=1)[O:6][C:7]1[CH:8]=[C:9]([CH:14]=[C:15]([O:17][C:18]2[CH:23]=[CH:22][CH:21]=[C:20]([C:24]([F:27])([F:26])[F:25])[CH:19]=2)[CH:16]=1)[C:10](OC)=[O:11].O.[NH2:34][NH2:35]. Given the product [F:1][C:2]([F:32])([F:31])[C:3]1[CH:4]=[C:5]([CH:28]=[CH:29][CH:30]=1)[O:6][C:7]1[CH:8]=[C:9]([C:10]([NH:34][NH2:35])=[O:11])[CH:14]=[C:15]([O:17][C:18]2[CH:23]=[CH:22][CH:21]=[C:20]([C:24]([F:27])([F:26])[F:25])[CH:19]=2)[CH:16]=1, predict the reactants needed to synthesize it.